From a dataset of Forward reaction prediction with 1.9M reactions from USPTO patents (1976-2016). Predict the product of the given reaction. (1) The product is: [CH:28]1([NH:30][C:21]([C:6]2[N:7]=[N:8][N:9]([C:10]3[CH:15]=[CH:14][C:13]([C:16]([NH:18][CH2:19][CH3:20])=[O:17])=[CH:12][CH:11]=3)[C:5]=2[CH2:4][CH:1]2[CH2:3][CH2:2]2)=[O:22])[CH2:29][CH2:27]1. Given the reactants [CH:1]1([CH2:4][C:5]2[N:9]([C:10]3[CH:15]=[CH:14][C:13]([C:16]([NH:18][CH2:19][CH3:20])=[O:17])=[CH:12][CH:11]=3)[N:8]=[N:7][C:6]=2[C:21](O)=[O:22])[CH2:3][CH2:2]1.C1C=C[C:27]2N(O)N=[N:30][C:28]=2[CH:29]=1.C1(N)CC1.CCN=C=NCCCN(C)C, predict the reaction product. (2) Given the reactants [N+:1]([C:4]1[CH:11]=[CH:10][C:9]([C:12]2[NH:16][N:15]=[CH:14][CH:13]=2)=[CH:8][C:5]=1[C:6]#[N:7])([O-:3])=[O:2].CS(O[CH2:22][CH2:23][NH:24]C(OC(C)(C)C)=O)(=O)=O, predict the reaction product. The product is: [NH2:24][CH2:23][CH2:22][N:15]1[CH:14]=[CH:13][C:12]([C:9]2[CH:10]=[CH:11][C:4]([N+:1]([O-:3])=[O:2])=[C:5]([CH:8]=2)[C:6]#[N:7])=[N:16]1. (3) Given the reactants Br[CH2:2][CH2:3][CH2:4][O:5][C:6]1[CH:7]=[C:8]([CH2:12][C:13]([O:15][CH3:16])=[O:14])[CH:9]=[CH:10][CH:11]=1.[Cl:17][C:18]1[C:39]([C:40]([F:43])([F:42])[F:41])=[CH:38][CH:37]=[CH:36][C:19]=1[CH2:20][NH:21][CH2:22][CH:23]([C:30]1[CH:35]=[CH:34][CH:33]=[CH:32][CH:31]=1)[C:24]1[CH:29]=[CH:28][CH:27]=[CH:26][CH:25]=1.C(=O)([O-])[O-].[K+].[K+], predict the reaction product. The product is: [Cl:17][C:18]1[C:39]([C:40]([F:41])([F:42])[F:43])=[CH:38][CH:37]=[CH:36][C:19]=1[CH2:20][N:21]([CH2:22][CH:23]([C:30]1[CH:35]=[CH:34][CH:33]=[CH:32][CH:31]=1)[C:24]1[CH:29]=[CH:28][CH:27]=[CH:26][CH:25]=1)[CH2:2][CH2:3][CH2:4][O:5][C:6]1[CH:7]=[C:8]([CH2:12][C:13]([O:15][CH3:16])=[O:14])[CH:9]=[CH:10][CH:11]=1.